Dataset: Forward reaction prediction with 1.9M reactions from USPTO patents (1976-2016). Task: Predict the product of the given reaction. (1) Given the reactants O[C:2]1[C:7]([C:8]([O:10][CH2:11][CH3:12])=[O:9])=[CH:6][N:5]=[C:4]([CH:13]([CH3:15])[CH3:14])[N:3]=1.P(Cl)(Cl)([Cl:18])=O.C(=O)([O-])O.[Na+], predict the reaction product. The product is: [Cl:18][C:2]1[C:7]([C:8]([O:10][CH2:11][CH3:12])=[O:9])=[CH:6][N:5]=[C:4]([CH:13]([CH3:15])[CH3:14])[N:3]=1. (2) Given the reactants [F:1][C:2]1([F:13])[CH:10]([F:11])[C:9]2[C:4](=[CH:5][CH:6]=[CH:7][CH:8]=2)[C:3]1=O.[NH3:14].[BH4-].[Na+].Cl.[OH-].[Na+], predict the reaction product. The product is: [NH2:14][CH:3]1[C:4]2[C:9](=[CH:8][CH:7]=[CH:6][CH:5]=2)[CH:10]([F:11])[C:2]1([F:13])[F:1]. (3) Given the reactants [C:1]([NH:5][C:6]([C:8]1[C:9]([C:21]2[S:25][C:24]3[CH:26]=[CH:27][C:28]([CH3:30])=[CH:29][C:23]=3[CH:22]=2)=[N:10][N:11](COCC[Si](C)(C)C)[CH:12]=1)=[O:7])([CH3:4])([CH3:3])[CH3:2].FC(F)(F)C(O)=O.CO.[OH-].[NH4+], predict the reaction product. The product is: [C:1]([NH:5][C:6]([C:8]1[C:9]([C:21]2[S:25][C:24]3[CH:26]=[CH:27][C:28]([CH3:30])=[CH:29][C:23]=3[CH:22]=2)=[N:10][NH:11][CH:12]=1)=[O:7])([CH3:4])([CH3:3])[CH3:2]. (4) Given the reactants [N+:1]([C:4]1[C:9]2[O:10][CH2:11][CH2:12][O:13][C:8]=2[CH:7]=[C:6]([CH:14]=O)[CH:5]=1)([O-:3])=[O:2].[C:16]1([C:22](=O)[CH2:23][C:24]2[CH:29]=[CH:28][CH:27]=[CH:26][CH:25]=2)[CH:21]=[CH:20][CH:19]=[CH:18][CH:17]=1.[NH2:31][C:32]([NH2:34])=[O:33].Cl, predict the reaction product. The product is: [N+:1]([C:4]1[C:9]2[O:10][CH2:11][CH2:12][O:13][C:8]=2[CH:7]=[C:6]([CH:14]2[C:23]([C:24]3[CH:29]=[CH:28][CH:27]=[CH:26][CH:25]=3)=[C:22]([C:16]3[CH:21]=[CH:20][CH:19]=[CH:18][CH:17]=3)[NH:34][C:32](=[O:33])[NH:31]2)[CH:5]=1)([O-:3])=[O:2]. (5) Given the reactants Cl[CH2:2][C:3]([NH:5][C:6]1[C:15]2[C:10](=[CH:11][CH:12]=[CH:13][CH:14]=2)[N:9]=[C:8]([N:16]2[CH2:22][CH2:21][CH2:20][C:19]3[CH:23]=[CH:24][CH:25]=[CH:26][C:18]=3[CH2:17]2)[CH:7]=1)=[O:4].[N-:27]=[N+:28]=[N-:29].[Na+], predict the reaction product. The product is: [N:27]([CH2:2][C:3]([NH:5][C:6]1[C:15]2[C:10](=[CH:11][CH:12]=[CH:13][CH:14]=2)[N:9]=[C:8]([N:16]2[CH2:22][CH2:21][CH2:20][C:19]3[CH:23]=[CH:24][CH:25]=[CH:26][C:18]=3[CH2:17]2)[CH:7]=1)=[O:4])=[N+:28]=[N-:29]. (6) Given the reactants [Cl:1][C:2]1[CH:3]=[C:4]([C:8]2[O:12][C:11]([CH3:13])=[C:10]([CH:14]([NH:19][C:20]3[CH:28]=[CH:27][C:23](C(O)=O)=[CH:22][CH:21]=3)[CH2:15][CH:16]([CH3:18])[CH3:17])[CH:9]=2)[CH:5]=[CH:6][CH:7]=1.[CH3:29][NH:30][CH2:31][CH2:32][C:33]([O:35]CC)=[O:34].Cl.C(N=C=NCCCN(C)C)C.O.[OH:51][C:52]1C2N=NNC=2C=CC=1, predict the reaction product. The product is: [Cl:1][C:2]1[CH:3]=[C:4]([C:8]2[O:12][C:11]([CH3:13])=[C:10]([CH:14]([NH:19][C:20]3[CH:21]=[CH:22][C:23]([C:52]([N:30]([CH3:29])[CH2:31][CH2:32][C:33]([OH:35])=[O:34])=[O:51])=[CH:27][CH:28]=3)[CH2:15][CH:16]([CH3:18])[CH3:17])[CH:9]=2)[CH:5]=[CH:6][CH:7]=1.